From a dataset of Reaction yield outcomes from USPTO patents with 853,638 reactions. Predict the reaction yield, written as a fraction of the theoretical maximum amount of product (1.0 means a 100% yield; for example, 0.34 means a 34% yield). (1) The product is [C:1]1([C:7]2[N:8]=[C:9]([CH2:12][N:14]([CH2:49][CH2:50][CH3:51])[C:15]3[CH:34]=[CH:33][C:18]([CH2:19][O:20][C:21]4[CH:26]=[CH:25][C:24]([CH2:27][CH2:28][C:29]([O:31][CH3:32])=[O:30])=[CH:23][CH:22]=4)=[CH:17][CH:16]=3)[S:10][CH:11]=2)[CH:2]=[CH:3][CH:4]=[CH:5][CH:6]=1. The catalyst is O.ClCCCl.C(O)(=O)C. The yield is 0.680. The reactants are [C:1]1([C:7]2[N:8]=[C:9]([CH:12]=O)[S:10][CH:11]=2)[CH:6]=[CH:5][CH:4]=[CH:3][CH:2]=1.[NH2:14][C:15]1[CH:34]=[CH:33][C:18]([CH2:19][O:20][C:21]2[CH:26]=[CH:25][C:24]([CH2:27][CH2:28][C:29]([O:31][CH3:32])=[O:30])=[CH:23][CH:22]=2)=[CH:17][CH:16]=1.C(O[BH-](OC(=O)C)OC(=O)C)(=O)C.[Na+].[CH:49](=O)[CH2:50][CH3:51]. (2) The reactants are [I:1][C:2]1[NH:6][C:5]([C@@H:7]2[CH2:11][CH2:10][C@H:9]([CH3:12])[N:8]2[C:13]([O:15]C(C)(C)C)=O)=[N:4][CH:3]=1.Cl.[CH3:21][O:22][C:23]([NH:25][C@@H:26]([CH:30]([CH3:32])[CH3:31])C(O)=O)=O.[CH3:33]N(C(ON1N=NC2C=CC=NC1=2)=[N+](C)C)C.F[P-](F)(F)(F)(F)F.C(N(C(C)C)CC)(C)C. The catalyst is ClCCl. The product is [I:1][C:2]1[NH:6][C:5]([C@@H:7]2[CH2:11][CH2:10][C@H:9]([CH3:12])[N:8]2[C:13](=[O:15])[C@@H:26]([NH:25][C:23]([O:22][CH3:21])=[CH2:33])[CH:30]([CH3:32])[CH3:31])=[N:4][CH:3]=1. The yield is 0.940.